This data is from Reaction yield outcomes from USPTO patents with 853,638 reactions. The task is: Predict the reaction yield, written as a fraction of the theoretical maximum amount of product (1.0 means a 100% yield; for example, 0.34 means a 34% yield). The product is [O:32]=[C:26]1[CH:25]([N:18]2[C:17](=[O:33])[C:16]3[C:20](=[CH:21][CH:22]=[CH:23][C:15]=3[CH2:14][NH:13][C:39]([C:35]3[S:34][CH:38]=[CH:37][CH:36]=3)=[O:40])[C:19]2=[O:24])[CH2:30][CH2:29][C:28](=[O:31])[NH:27]1. The yield is 0.470. The catalyst is CC#N. The reactants are N12CCCN=C1CCCCC2.Cl.[NH2:13][CH2:14][C:15]1[CH:23]=[CH:22][CH:21]=[C:20]2[C:16]=1[C:17](=[O:33])[N:18]([CH:25]1[CH2:30][CH2:29][C:28](=[O:31])[NH:27][C:26]1=[O:32])[C:19]2=[O:24].[S:34]1[CH:38]=[CH:37][CH:36]=[C:35]1[C:39](Cl)=[O:40].